From a dataset of Full USPTO retrosynthesis dataset with 1.9M reactions from patents (1976-2016). Predict the reactants needed to synthesize the given product. Given the product [C:33]1([CH3:43])[CH:34]=[CH:35][C:36]([S:39]([OH:42])(=[O:40])=[O:41])=[CH:37][CH:38]=1.[N:1]12[CH2:6][CH2:5][CH:4]([CH2:7][CH2:8]1)[C@H:3]([O:9][C:10]1[CH:11]=[CH:12][C:13]3[C:17]4[CH:18]=[CH:19][C:20]([O:22][C@H:23]5[CH:28]6[CH2:27][CH2:26][N:25]([CH2:30][CH2:29]6)[CH2:24]5)=[CH:21][C:16]=4[S:15][C:14]=3[CH:31]=1)[CH2:2]2, predict the reactants needed to synthesize it. The reactants are: [N:1]12[CH2:8][CH2:7][CH:4]([CH2:5][CH2:6]1)[C@H:3]([O:9][C:10]1[CH:11]=[CH:12][C:13]3[C:17]4[CH:18]=[CH:19][C:20]([O:22][C@H:23]5[CH:28]6[CH2:29][CH2:30][N:25]([CH2:26][CH2:27]6)[CH2:24]5)=[CH:21][C:16]=4[S:15][C:14]=3[CH:31]=1)[CH2:2]2.O.[C:33]1([CH3:43])[CH:38]=[CH:37][C:36]([S:39]([OH:42])(=[O:41])=[O:40])=[CH:35][CH:34]=1.